Dataset: Reaction yield outcomes from USPTO patents with 853,638 reactions. Task: Predict the reaction yield, written as a fraction of the theoretical maximum amount of product (1.0 means a 100% yield; for example, 0.34 means a 34% yield). (1) The catalyst is C1COCC1. The product is [O:22]1[C:26]2([CH2:31][CH2:30][CH:29]([CH:32]([CH2:1][CH3:2])[C:33]([O:35][CH2:36][CH3:37])=[O:34])[CH2:28][CH2:27]2)[O:25][CH2:24][CH2:23]1. The yield is 0.690. The reactants are [CH:1](NC(C)C)(C)[CH3:2].[Li]CCCC.CN1CCCN(C)C1=O.[O:22]1[C:26]2([CH2:31][CH2:30][CH:29]([CH2:32][C:33]([O:35][CH2:36][CH3:37])=[O:34])[CH2:28][CH2:27]2)[O:25][CH2:24][CH2:23]1.ICC. (2) The reactants are [Br:1][C:2]1[CH:3]=[C:4]([C:8]2[C:17]([C:18](=O)[C:19]#[CH:20])=[C:11]3[CH:12]=[CH:13][CH:14]=[C:15]([Cl:16])[N:10]3[N:9]=2)[CH:5]=[CH:6][CH:7]=1.S(O)(O)(=O)=O.[CH:27]1([NH:30][C:31]([NH2:33])=[NH:32])[CH2:29][CH2:28]1.[O-]CC.[Na+]. No catalyst specified. The product is [Br:1][C:2]1[CH:3]=[C:4]([C:8]2[C:17]([C:18]3[CH:19]=[CH:20][N:33]=[C:31]([NH:30][CH:27]4[CH2:29][CH2:28]4)[N:32]=3)=[C:11]3[CH:12]=[CH:13][CH:14]=[C:15]([Cl:16])[N:10]3[N:9]=2)[CH:5]=[CH:6][CH:7]=1. The yield is 0.390. (3) The reactants are [Cl:1][C:2]1[N:7]=[CH:6][C:5]([CH2:8][C:9]([O:11]CC)=[O:10])=[CH:4][C:3]=1[F:14]. The catalyst is Cl. The product is [Cl:1][C:2]1[N:7]=[CH:6][C:5]([CH2:8][C:9]([OH:11])=[O:10])=[CH:4][C:3]=1[F:14]. The yield is 0.612.